From a dataset of Full USPTO retrosynthesis dataset with 1.9M reactions from patents (1976-2016). Predict the reactants needed to synthesize the given product. (1) Given the product [Br:20][C:11]1[CH:10]=[C:9]([OH:8])[C:14]2[N:15]([CH2:18][CH3:19])[CH:16]=[N:17][C:13]=2[CH:12]=1, predict the reactants needed to synthesize it. The reactants are: C([O:8][C:9]1[C:14]2[N:15]([CH2:18][CH3:19])[CH:16]=[N:17][C:13]=2[CH:12]=[C:11]([Br:20])[CH:10]=1)C1C=CC=CC=1.B(Br)(Br)Br.C1COCC1.C(NCC)C. (2) Given the product [CH:1]1([N:6]2[CH2:12][C:11]([F:13])([F:14])[C:10](=[O:15])[N:9]([CH3:16])[C:8]3[CH:17]=[N:18][C:19]([NH:21][C:22]4[CH:30]=[CH:29][C:25]([C:26]([NH:50][CH:47]5[CH2:48][CH2:49][N:44]([CH2:42][CH3:43])[CH2:45][CH2:46]5)=[O:27])=[CH:24][C:23]=4[O:31][CH3:32])=[N:20][C:7]2=3)[CH2:5][CH2:4][CH2:3][CH2:2]1, predict the reactants needed to synthesize it. The reactants are: [CH:1]1([N:6]2[CH2:12][C:11]([F:14])([F:13])[C:10](=[O:15])[N:9]([CH3:16])[C:8]3[CH:17]=[N:18][C:19]([NH:21][C:22]4[CH:30]=[CH:29][C:25]([C:26](O)=[O:27])=[CH:24][C:23]=4[O:31][CH3:32])=[N:20][C:7]2=3)[CH2:5][CH2:4][CH2:3][CH2:2]1.C(N(C(C)C)C(C)C)C.[CH2:42]([N:44]1[CH2:49][CH2:48][CH:47]([NH2:50])[CH2:46][CH2:45]1)[CH3:43]. (3) Given the product [Br:17][C:18]1[CH:27]=[CH:26][C:21]2[N:22]=[C:23]([O:1][CH:2]3[CH2:3][CH2:4][N:5]([C:8]([O:10][C:11]([CH3:14])([CH3:13])[CH3:12])=[O:9])[CH2:6][CH2:7]3)[S:24][C:20]=2[CH:19]=1, predict the reactants needed to synthesize it. The reactants are: [OH:1][CH:2]1[CH2:7][CH2:6][N:5]([C:8]([O:10][C:11]([CH3:14])([CH3:13])[CH3:12])=[O:9])[CH2:4][CH2:3]1.[H-].[Na+].[Br:17][C:18]1[CH:27]=[CH:26][C:21]2[N:22]=[C:23](Cl)[S:24][C:20]=2[CH:19]=1.CC#N.